This data is from Peptide-MHC class II binding affinity with 134,281 pairs from IEDB. The task is: Regression. Given a peptide amino acid sequence and an MHC pseudo amino acid sequence, predict their binding affinity value. This is MHC class II binding data. (1) The peptide sequence is MWDPDVYLAFSGHRN. The MHC is DRB1_0401 with pseudo-sequence DRB1_0401. The binding affinity (normalized) is 0.128. (2) The peptide sequence is YPKYVKQNTLKLAT. The MHC is HLA-DQA10301-DQB10302 with pseudo-sequence HLA-DQA10301-DQB10302. The binding affinity (normalized) is 0. (3) The peptide sequence is LPQILAECARRRLRT. The MHC is HLA-DQA10303-DQB10402 with pseudo-sequence HLA-DQA10303-DQB10402. The binding affinity (normalized) is 0.402. (4) The peptide sequence is NALSVLDKIYTSPLC. The MHC is DRB1_0401 with pseudo-sequence DRB1_0401. The binding affinity (normalized) is 0.526.